Dataset: Reaction yield outcomes from USPTO patents with 853,638 reactions. Task: Predict the reaction yield, written as a fraction of the theoretical maximum amount of product (1.0 means a 100% yield; for example, 0.34 means a 34% yield). The reactants are Br[C:2]1[CH:3]=[C:4]([NH:8][C:9](=[O:15])[O:10][C:11]([CH3:14])([CH3:13])[CH3:12])[CH:5]=[N:6][CH:7]=1.[CH2:16]([OH:19])[C:17]#[CH:18].C(=O)([O-])[O-].[K+].[K+]. The catalyst is O1CCCC1.[Cu]I.C1C=CC([P]([Pd]([P](C2C=CC=CC=2)(C2C=CC=CC=2)C2C=CC=CC=2)([P](C2C=CC=CC=2)(C2C=CC=CC=2)C2C=CC=CC=2)[P](C2C=CC=CC=2)(C2C=CC=CC=2)C2C=CC=CC=2)(C2C=CC=CC=2)C2C=CC=CC=2)=CC=1. The product is [OH:19][CH2:16][C:17]#[C:18][C:2]1[CH:3]=[C:4]([NH:8][C:9](=[O:15])[O:10][C:11]([CH3:14])([CH3:13])[CH3:12])[CH:5]=[N:6][CH:7]=1. The yield is 0.280.